This data is from Full USPTO retrosynthesis dataset with 1.9M reactions from patents (1976-2016). The task is: Predict the reactants needed to synthesize the given product. (1) Given the product [F:29][C:24]1[CH:25]=[N:26][CH:27]=[CH:28][C:23]=1[C:21]1[CH:20]=[CH:19][C:18]([O:30][CH3:31])=[C:17]([CH:22]=1)[CH2:16][N:15]([CH:12]1[CH2:11][CH2:10][CH:9]([NH:7][CH3:6])[CH2:14][CH2:13]1)[C:39]([C:38]1[S:37][C:36]2[C:42]([F:47])=[CH:43][CH:44]=[C:45]([F:46])[C:35]=2[C:34]=1[Cl:33])=[O:40], predict the reactants needed to synthesize it. The reactants are: C(O[C:6](=O)[N:7]([CH:9]1[CH2:14][CH2:13][CH:12]([NH:15][CH2:16][C:17]2[CH:22]=[C:21]([C:23]3[CH:28]=[CH:27][N:26]=[CH:25][C:24]=3[F:29])[CH:20]=[CH:19][C:18]=2[O:30][CH3:31])[CH2:11][CH2:10]1)C)(C)(C)C.[Cl:33][C:34]1[C:35]2[C:45]([F:46])=[CH:44][CH:43]=[C:42]([F:47])[C:36]=2[S:37][C:38]=1[C:39](Cl)=[O:40]. (2) Given the product [CH3:40][S:42]([C:16]1[N:15]=[C:14]([NH:13][C@H:9]2[CH2:10][CH2:11][CH2:12][N:7]([S:4]([CH2:3][CH:2]([CH3:39])[CH3:1])(=[O:5])=[O:6])[CH2:8]2)[C:19]([C:20]2[N:21]=[C:22]3[CH:28]=[CH:27][N:26]([CH2:29][O:30][CH2:31][CH2:32][Si:33]([CH3:36])([CH3:34])[CH3:35])[C:23]3=[N:24][CH:25]=2)=[CH:18][N:17]=1)(=[O:47])=[O:44], predict the reactants needed to synthesize it. The reactants are: [CH3:1][CH:2]([CH3:39])[CH2:3][S:4]([N:7]1[CH2:12][CH2:11][CH2:10][C@H:9]([NH:13][C:14]2[C:19]([C:20]3[N:21]=[C:22]4[CH:28]=[CH:27][N:26]([CH2:29][O:30][CH2:31][CH2:32][Si:33]([CH3:36])([CH3:35])[CH3:34])[C:23]4=[N:24][CH:25]=3)=[CH:18][N:17]=[C:16](SC)[N:15]=2)[CH2:8]1)(=[O:6])=[O:5].[CH3:40]O.[S:42]([O-:47])(O[O-])(=[O:44])=O.[K+].[K+]. (3) Given the product [NH2:1][C:2]1[C:3]2[N:11]=[C:10]([C:12]3[CH:13]=[C:14]([CH:18]=[CH:19][CH:20]=3)[C:15]([NH:29][CH2:28][CH:25]3[CH2:26][CH2:27][N:22]([CH3:21])[CH2:23][CH2:24]3)=[O:17])[CH:9]=[CH:8][C:4]=2[N:5]=[CH:6][N:7]=1, predict the reactants needed to synthesize it. The reactants are: [NH2:1][C:2]1[C:3]2[N:11]=[C:10]([C:12]3[CH:13]=[C:14]([CH:18]=[CH:19][CH:20]=3)[C:15]([OH:17])=O)[CH:9]=[CH:8][C:4]=2[N:5]=[CH:6][N:7]=1.[CH3:21][N:22]1[CH2:27][CH2:26][CH:25]([CH2:28][NH2:29])[CH2:24][CH2:23]1.CN(C(ON1N=NC2C=CC=NC1=2)=[N+](C)C)C.F[P-](F)(F)(F)(F)F.CCN(C(C)C)C(C)C.